Dataset: Forward reaction prediction with 1.9M reactions from USPTO patents (1976-2016). Task: Predict the product of the given reaction. (1) Given the reactants [Cl:1][C:2]1[CH:7]=[CH:6][CH:5]=[CH:4][C:3]=1[OH:8].CC(C)([O-])C.[K+].[C:15]([O:20][CH2:21][CH3:22])(=[O:19])[C:16]#[C:17][CH3:18].[OH-].[Na+], predict the reaction product. The product is: [CH2:21]([O:20][C:15](=[O:19])/[CH:16]=[C:17](/[O:8][C:3]1[CH:4]=[CH:5][CH:6]=[CH:7][C:2]=1[Cl:1])\[CH3:18])[CH3:22]. (2) Given the reactants S(Cl)(Cl)=O.O[CH2:6][C:7]([NH:10][C:11](=[O:21])[C:12]1[CH:17]=[C:16]([Br:18])[CH:15]=[CH:14][C:13]=1[O:19][CH3:20])([CH3:9])[CH3:8], predict the reaction product. The product is: [Br:18][C:16]1[CH:15]=[CH:14][C:13]([O:19][CH3:20])=[C:12]([C:11]2[O:21][CH2:6][C:7]([CH3:8])([CH3:9])[N:10]=2)[CH:17]=1. (3) The product is: [C:1]([O:5][C:6](=[O:7])[NH:8][CH:9]([CH2:25][N:27]1[CH2:32][CH2:31][O:30][CH2:29][CH2:28]1)[CH2:10][C:11]1[CH:12]=[CH:13][C:14]([O:17][CH2:18][C:19]2[CH:24]=[CH:23][CH:22]=[CH:21][CH:20]=2)=[CH:15][CH:16]=1)([CH3:4])([CH3:2])[CH3:3]. Given the reactants [C:1]([O:5][C:6]([NH:8][C@H:9]([CH:25]=O)[CH2:10][C:11]1[CH:16]=[CH:15][C:14]([O:17][CH2:18][C:19]2[CH:24]=[CH:23][CH:22]=[CH:21][CH:20]=2)=[CH:13][CH:12]=1)=[O:7])([CH3:4])([CH3:3])[CH3:2].[NH:27]1[CH2:32][CH2:31][O:30][CH2:29][CH2:28]1.C([BH3-])#N.[Na+], predict the reaction product. (4) Given the reactants [NH2:1][C:2]1[CH:3]=[C:4]([C:8]2[C:17]3[C:12](=[C:13]([C:18]([F:21])([F:20])[F:19])[CH:14]=[CH:15][CH:16]=3)[N:11]=[CH:10][C:9]=2[C:22]([C:24]2[CH:29]=[CH:28][CH:27]=[CH:26][CH:25]=2)=[O:23])[CH:5]=[CH:6][CH:7]=1.[CH2:30]([O:32][C:33](=[O:43])[C:34]1[CH:39]=[CH:38][C:37]([N:40]=[C:41]=[O:42])=[CH:36][CH:35]=1)[CH3:31], predict the reaction product. The product is: [C:22]([C:9]1[CH:10]=[N:11][C:12]2[C:17]([C:8]=1[C:4]1[CH:3]=[C:2]([NH:1][C:41]([NH:40][C:37]3[CH:38]=[CH:39][C:34]([C:33]([O:32][CH2:30][CH3:31])=[O:43])=[CH:35][CH:36]=3)=[O:42])[CH:7]=[CH:6][CH:5]=1)=[CH:16][CH:15]=[CH:14][C:13]=2[C:18]([F:21])([F:19])[F:20])(=[O:23])[C:24]1[CH:25]=[CH:26][CH:27]=[CH:28][CH:29]=1. (5) Given the reactants Cl[C:2]1[C:3](=[O:24])[C:4](=[O:23])[C:5]=1[NH:6][C:7]1[CH:12]=[CH:11][CH:10]=[C:9]([C:13]([N:15]2[CH2:20][CH2:19][N:18]([CH3:21])[CH2:17][CH2:16]2)=[O:14])[C:8]=1[OH:22].[Cl:25][C:26]1[CH:32]=[CH:31][CH:30]=[CH:29][C:27]=1[NH2:28], predict the reaction product. The product is: [OH:22][C:8]1[C:9]([C:13]([N:15]2[CH2:20][CH2:19][N:18]([CH3:21])[CH2:17][CH2:16]2)=[O:14])=[CH:10][CH:11]=[CH:12][C:7]=1[NH:6][C:5]1[C:4](=[O:23])[C:3](=[O:24])[C:2]=1[NH:28][C:27]1[CH:29]=[CH:30][CH:31]=[CH:32][C:26]=1[Cl:25]. (6) Given the reactants [Br:1][C:2]1[S:12][C:5]2[CH2:6][CH2:7][NH:8][CH2:9][CH:10]([CH3:11])[C:4]=2[CH:3]=1.BrN1[C:18](=[O:19])[CH2:17]CC1=O.C(Cl)(Cl)Cl.C[C:26](O)=[O:27], predict the reaction product. The product is: [CH2:18]([O:19][C:26]([N:8]1[CH2:9][CH:10]([CH3:11])[C:4]2[CH:3]=[C:2]([Br:1])[S:12][C:5]=2[CH2:6][CH2:7]1)=[O:27])[CH3:17].